From a dataset of Forward reaction prediction with 1.9M reactions from USPTO patents (1976-2016). Predict the product of the given reaction. (1) Given the reactants [Cl:1][C:2]1[N:3]=[C:4]([N:18]2[CH2:23][CH2:22][O:21][CH2:20][CH2:19]2)[C:5]2[S:10][C:9]([C:11]3[CH:12]=[N:13][C:14](F)=[CH:15][CH:16]=3)=[CH:8][C:6]=2[N:7]=1.[Cl:24][C:25]1[N:26]=[C:27]([N:41]2[CH2:46][CH2:45][O:44][CH2:43][CH2:42]2)[C:28]2[CH:33]=[C:32]([C:34]3[CH:35]=[N:36][C:37](F)=[CH:38][CH:39]=3)[S:31][C:29]=2[N:30]=1.C([N:50](C(C)C)CC)(C)C, predict the reaction product. The product is: [Cl:1][C:2]1[N:3]=[C:4]([N:18]2[CH2:23][CH2:22][O:21][CH2:20][CH2:19]2)[C:5]2[S:10][C:9]([C:11]3[CH:12]=[N:13][C:14]([NH2:26])=[CH:15][CH:16]=3)=[CH:8][C:6]=2[N:7]=1.[Cl:24][C:25]1[N:26]=[C:27]([N:41]2[CH2:46][CH2:45][O:44][CH2:43][CH2:42]2)[C:28]2[CH:33]=[C:32]([C:34]3[CH:35]=[N:36][C:37]([NH2:50])=[CH:38][CH:39]=3)[S:31][C:29]=2[N:30]=1. (2) Given the reactants Br[C:2]1[CH:3]=[C:4]([CH:16]=[O:17])[C:5]([N:8]2[CH2:13][C@@H:12]([CH3:14])[O:11][C@@H:10]([CH3:15])[CH2:9]2)=[N:6][CH:7]=1.[NH:18]1[CH:22]=[C:21](B(O)O)[CH:20]=[N:19]1, predict the reaction product. The product is: [CH3:15][C@H:10]1[O:11][C@@H:12]([CH3:14])[CH2:13][N:8]([C:5]2[C:4]([CH:16]=[O:17])=[CH:3][C:2]([C:21]3[CH:22]=[N:18][NH:19][CH:20]=3)=[CH:7][N:6]=2)[CH2:9]1. (3) The product is: [F:8][C:6]1[CH:5]=[CH:4][N:3]=[C:2]([C:11]#[C:10][CH2:9][OH:12])[CH:7]=1. Given the reactants Cl[C:2]1[CH:7]=[C:6]([F:8])[CH:5]=[CH:4][N:3]=1.[CH2:9]([OH:12])[C:10]#[CH:11].C1(P(C2CCCCC2)C2C=CC=CC=2C2C(C(C)C)=CC(C(C)C)=CC=2C(C)C)CCCCC1.N#N.C(N(CC)CC)C, predict the reaction product. (4) The product is: [F:44][C:45]([F:58])([F:57])[S:46]([O:9][C:8]1[N:7]=[C:6]([C:10]2[CH:15]=[CH:14][CH:13]=[CH:12][C:11]=2[O:17][CH2:18][C:19]2[CH:24]=[CH:23][CH:22]=[CH:21][CH:20]=2)[N:5]([CH2:25][CH2:26][C:27]2[CH:32]=[CH:31][CH:30]=[C:29]([F:33])[CH:28]=2)[C:4](=[O:34])[C:3]=1[CH2:1][CH3:2])(=[O:48])=[O:47]. Given the reactants [CH2:1]([C:3]1[C:4](=[O:34])[N:5]([CH2:25][CH2:26][C:27]2[CH:32]=[CH:31][CH:30]=[C:29]([F:33])[CH:28]=2)[C:6]([C:10]2[CH:15]=[CH:14][CH:13]=[C:12](F)[C:11]=2[O:17][CH2:18][C:19]2[CH:24]=[CH:23][CH:22]=[CH:21][CH:20]=2)=[N:7][C:8]=1[OH:9])[CH3:2].N1C(C)=CC(C)=CC=1C.[F:44][C:45]([F:58])([F:57])[S:46](O[S:46]([C:45]([F:58])([F:57])[F:44])(=[O:48])=[O:47])(=[O:48])=[O:47], predict the reaction product. (5) The product is: [C:15]1([CH3:22])[CH:16]=[C:17]([CH3:21])[CH:18]=[C:19]([CH3:20])[C:14]=1[N:13]1[C:8]2[C:7](=[CH:12][CH:11]=[CH:10][CH:9]=2)[C:41]2([C:42]3[CH:29]=[CH:30][CH:31]=[CH:32][C:33]=3[O:34][C:35]3[C:40]2=[CH:39][CH:38]=[CH:37][CH:36]=3)[C:24]2[CH:25]=[CH:26][CH:27]=[CH:28][C:23]1=2. Given the reactants C([Li])CCC.Br[C:7]1[CH:12]=[CH:11][CH:10]=[CH:9][C:8]=1[N:13]([C:23]1[CH:28]=[CH:27][CH:26]=[CH:25][CH:24]=1)[C:14]1[C:19]([CH3:20])=[CH:18][C:17]([CH3:21])=[CH:16][C:15]=1[CH3:22].[CH:29]1[C:42]2[C:41](=O)[C:40]3[C:35](=[CH:36][CH:37]=[CH:38][CH:39]=3)[O:34][C:33]=2[CH:32]=[CH:31][CH:30]=1, predict the reaction product. (6) Given the reactants C([O:3][C:4](=[O:26])[C@H:5]([CH2:19][C:20]1[CH:25]=[CH:24][CH:23]=[CH:22][CH:21]=1)[NH:6][C:7](=[O:18])[CH2:8][CH2:9][CH2:10][CH2:11][CH2:12][NH:13][C:14](=[O:17])[CH:15]=[CH2:16])C, predict the reaction product. The product is: [C:14]([NH:13][CH2:12][CH2:11][CH2:10][CH2:9][CH2:8][C:7]([NH:6][C@H:5]([C:4]([OH:26])=[O:3])[CH2:19][C:20]1[CH:21]=[CH:22][CH:23]=[CH:24][CH:25]=1)=[O:18])(=[O:17])[CH:15]=[CH2:16].